Dataset: Full USPTO retrosynthesis dataset with 1.9M reactions from patents (1976-2016). Task: Predict the reactants needed to synthesize the given product. (1) Given the product [CH2:16]([C:23]1[N:28]=[N:27][C:26]([C:29]2[CH:34]=[CH:33][C:32]([O:35][C:2]3[C:11]4[C:6](=[CH:7][C:8]([O:14][CH3:15])=[C:9]([O:12][CH3:13])[CH:10]=4)[N:5]=[CH:4][CH:3]=3)=[C:31]([F:36])[CH:30]=2)=[CH:25][CH:24]=1)[C:17]1[CH:18]=[CH:19][CH:20]=[CH:21][CH:22]=1, predict the reactants needed to synthesize it. The reactants are: Cl[C:2]1[C:11]2[C:6](=[CH:7][C:8]([O:14][CH3:15])=[C:9]([O:12][CH3:13])[CH:10]=2)[N:5]=[CH:4][CH:3]=1.[CH2:16]([C:23]1[N:28]=[N:27][C:26]([C:29]2[CH:34]=[CH:33][C:32]([OH:35])=[C:31]([F:36])[CH:30]=2)=[CH:25][CH:24]=1)[C:17]1[CH:22]=[CH:21][CH:20]=[CH:19][CH:18]=1. (2) Given the product [Cl:5][C:6]1[CH:11]=[C:10]([N+:1]([O-:4])=[O:2])[C:9]([CH3:12])=[CH:8][N+:7]=1[O-:13], predict the reactants needed to synthesize it. The reactants are: [N+:1]([O-:4])(O)=[O:2].[Cl:5][C:6]1[CH:11]=[CH:10][C:9]([CH3:12])=[CH:8][N+:7]=1[O-:13].C(=O)([O-])[O-].[Na+].[Na+]. (3) The reactants are: C([O-])(=O)C.[K+].CC1(C)C(C)(C)OB(B2OC(C)(C)C(C)(C)O2)O1.Br[C:25]1[CH:30]=[CH:29][C:28]([S:31][CH:32]([CH3:34])[CH3:33])=[CH:27][CH:26]=1.[CH2:35]([O:37][C:38](=[O:48])/[C:39](/Br)=[CH:40]/[CH:41]1[CH2:46][CH2:45][CH2:44][CH2:43][CH2:42]1)[CH3:36].C(=O)([O-])[O-].[Na+].[Na+]. Given the product [CH2:35]([O:37][C:38](=[O:48])/[C:39](/[C:25]1[CH:30]=[CH:29][C:28]([S:31][CH:32]([CH3:34])[CH3:33])=[CH:27][CH:26]=1)=[CH:40]/[CH:41]1[CH2:46][CH2:45][CH2:44][CH2:43][CH2:42]1)[CH3:36], predict the reactants needed to synthesize it. (4) Given the product [CH2:1]([O:3][C:4](=[O:20])[C:5]([O:8][C:9]1[CH:14]=[CH:13][C:12]([CH2:15][CH:16]([NH:18][C:30]([C:29]2[C:24]([CH:21]3[CH2:23][CH2:22]3)=[N:25][C:26]([C:33]3[CH:38]=[CH:37][CH:36]=[C:35]([C:39]([F:41])([F:42])[F:40])[CH:34]=3)=[N:27][CH:28]=2)=[O:31])[CH3:17])=[CH:11][C:10]=1[CH3:19])([CH3:6])[CH3:7])[CH3:2], predict the reactants needed to synthesize it. The reactants are: [CH2:1]([O:3][C:4](=[O:20])[C:5]([O:8][C:9]1[CH:14]=[CH:13][C:12]([CH2:15][CH:16]([NH2:18])[CH3:17])=[CH:11][C:10]=1[CH3:19])([CH3:7])[CH3:6])[CH3:2].[CH:21]1([C:24]2[C:29]([C:30](O)=[O:31])=[CH:28][N:27]=[C:26]([C:33]3[CH:38]=[CH:37][CH:36]=[C:35]([C:39]([F:42])([F:41])[F:40])[CH:34]=3)[N:25]=2)[CH2:23][CH2:22]1. (5) Given the product [NH2:23][CH2:22][C:21]1[CH:31]=[CH:32][C:18]([C:9]2[C:10]([C:12]3[CH:13]=[CH:14][CH:15]=[CH:16][CH:17]=3)=[CH:11][C:4]3[N:3]([CH2:33][C:34]([F:37])([F:35])[F:36])[C:2](=[O:1])[CH2:7][O:6][C:5]=3[N:8]=2)=[CH:19][CH:20]=1, predict the reactants needed to synthesize it. The reactants are: [O:1]=[C:2]1[CH2:7][O:6][C:5]2[N:8]=[C:9]([C:18]3[CH:32]=[CH:31][C:21]([CH2:22][NH:23]C(=O)OC(C)(C)C)=[CH:20][CH:19]=3)[C:10]([C:12]3[CH:17]=[CH:16][CH:15]=[CH:14][CH:13]=3)=[CH:11][C:4]=2[N:3]1[CH2:33][C:34]([F:37])([F:36])[F:35]. (6) The reactants are: [NH2:1][C:2]1[CH:7]=[CH:6][CH:5]=[CH:4][C:3]=1[NH:8][C:9]([NH:11][C:12]1[CH:17]=[CH:16][CH:15]=[CH:14][CH:13]=1)=[O:10].C(N(CC)CC)C.[C:25]1([CH3:35])[C:26]([S:31](Cl)(=[O:33])=[O:32])=[CH:27][CH:28]=[CH:29][CH:30]=1. Given the product [CH3:35][C:25]1[CH:30]=[CH:29][CH:28]=[CH:27][C:26]=1[S:31]([NH:1][C:2]1[CH:7]=[CH:6][CH:5]=[CH:4][C:3]=1[NH:8][C:9]([NH:11][C:12]1[CH:17]=[CH:16][CH:15]=[CH:14][CH:13]=1)=[O:10])(=[O:33])=[O:32], predict the reactants needed to synthesize it. (7) Given the product [NH:6]1[C:5]2[CH:9]=[CH:10][C:2]([N:1]3[CH:21]([C:28]4[CH:33]=[CH:32][C:31]([F:34])=[CH:30][CH:29]=4)[CH2:22][NH:18][C:16]3=[O:17])=[CH:3][C:4]=2[N:8]=[CH:7]1, predict the reactants needed to synthesize it. The reactants are: [NH2:1][C:2]1[CH:10]=[CH:9][C:5]2[N:6]=[CH:7][NH:8][C:4]=2[CH:3]=1.N1([C:16]([N:18]2[CH:22]=[CH:21]N=C2)=[O:17])C=CN=C1.Cl.NCC([C:28]1[CH:33]=[CH:32][C:31]([F:34])=[CH:30][CH:29]=1)=O.